This data is from Full USPTO retrosynthesis dataset with 1.9M reactions from patents (1976-2016). The task is: Predict the reactants needed to synthesize the given product. (1) Given the product [NH:31]1[C:39]2[C:34](=[CH:35][C:36]([NH:40][C:26]([CH2:25][NH:24][C:22](=[O:23])[C:21]3[CH:29]=[CH:30][C:18]([S:15](=[O:16])(=[O:17])[NH:14][C:9]4[CH:10]=[CH:11][CH:12]=[CH:13][C:8]=4[O:1][C:2]4[CH:3]=[CH:4][CH:5]=[CH:6][CH:7]=4)=[CH:19][CH:20]=3)=[O:28])=[CH:37][CH:38]=2)[CH:33]=[CH:32]1, predict the reactants needed to synthesize it. The reactants are: [O:1]([C:8]1[CH:13]=[CH:12][CH:11]=[CH:10][C:9]=1[NH:14][S:15]([C:18]1[CH:30]=[CH:29][C:21]([C:22]([NH:24][CH2:25][C:26]([OH:28])=O)=[O:23])=[CH:20][CH:19]=1)(=[O:17])=[O:16])[C:2]1[CH:7]=[CH:6][CH:5]=[CH:4][CH:3]=1.[NH:31]1[C:39]2[C:34](=[CH:35][C:36]([NH2:40])=[CH:37][CH:38]=2)[CH:33]=[CH:32]1. (2) Given the product [CH2:1]([O:8][C:9](=[O:28])[NH:10][C@H:11]1[CH2:16][CH2:15][C@@H:14]([NH:17][C:18]([O:20][C:21]([CH3:22])([CH3:23])[CH3:24])=[O:19])[CH2:13][C@@H:12]1[CH2:25][CH2:26][O:27][CH3:30])[C:2]1[CH:7]=[CH:6][CH:5]=[CH:4][CH:3]=1, predict the reactants needed to synthesize it. The reactants are: [CH2:1]([O:8][C:9](=[O:28])[NH:10][C@H:11]1[CH2:16][CH2:15][C@@H:14]([NH:17][C:18]([O:20][C:21]([CH3:24])([CH3:23])[CH3:22])=[O:19])[CH2:13][C@@H:12]1[CH2:25][CH2:26][OH:27])[C:2]1[CH:7]=[CH:6][CH:5]=[CH:4][CH:3]=1.I[CH3:30]. (3) Given the product [Cl:17][C:18]1[CH:30]=[CH:29][CH:28]=[CH:27][C:19]=1[CH:20]([N:21]1[CH2:26][CH2:25][CH2:24][CH2:23][CH2:22]1)[C:15]1[C:14]2[C:9](=[CH:10][CH:11]=[CH:12][CH:13]=2)[NH:8][C:7]=1[C:1]1[CH:6]=[CH:5][CH:4]=[CH:3][CH:2]=1, predict the reactants needed to synthesize it. The reactants are: [C:1]1([C:7]2[NH:8][C:9]3[C:14]([CH:15]=2)=[CH:13][CH:12]=[CH:11][CH:10]=3)[CH:6]=[CH:5][CH:4]=[CH:3][CH:2]=1.[Cl-].[Cl:17][C:18]1[CH:30]=[CH:29][CH:28]=[CH:27][C:19]=1[CH:20]=[N+:21]1[CH2:26][CH2:25][CH2:24][CH2:23][CH2:22]1. (4) Given the product [Cl:21][C:16]1[CH:15]=[C:14]([C:12]2[CH:11]=[C:10]([C:22]([F:25])([F:24])[F:23])[N:9]=[C:8]([C:4]3[CH:3]=[C:2]([C:30]4[CH:31]=[CH:32][C:27]([NH2:26])=[N:28][CH:29]=4)[CH:7]=[CH:6][CH:5]=3)[N:13]=2)[CH:19]=[CH:18][C:17]=1[Cl:20], predict the reactants needed to synthesize it. The reactants are: Br[C:2]1[CH:3]=[C:4]([C:8]2[N:13]=[C:12]([C:14]3[CH:19]=[CH:18][C:17]([Cl:20])=[C:16]([Cl:21])[CH:15]=3)[CH:11]=[C:10]([C:22]([F:25])([F:24])[F:23])[N:9]=2)[CH:5]=[CH:6][CH:7]=1.[NH2:26][C:27]1[CH:32]=[CH:31][C:30](B2OC(C)(C)C(C)(C)O2)=[CH:29][N:28]=1. (5) Given the product [Br:16][CH:7]1[C:6](=[O:8])[CH2:5][CH2:4][N:3]([C:9]([O:11][C:12]([CH3:15])([CH3:14])[CH3:13])=[O:10])[C:2]1=[O:1], predict the reactants needed to synthesize it. The reactants are: [O:1]=[C:2]1[CH2:7][C:6](=[O:8])[CH2:5][CH2:4][N:3]1[C:9]([O:11][C:12]([CH3:15])([CH3:14])[CH3:13])=[O:10].[Br:16]N1C(=O)CCC1=O. (6) Given the product [CH3:39][O:38][C:36](=[O:37])[C:35]1[CH:40]=[CH:41][C:32]([CH2:31][O:16][C:14]([CH3:15])([CH3:17])[CH:13]([N:12]2[C:11]3[CH:24]=[C:25]([F:29])[C:26]([F:28])=[CH:27][C:10]=3[N:9]=[C:8]2[C:5]2[CH:6]=[CH:7][C:2]([Cl:1])=[CH:3][CH:4]=2)[CH:18]2[CH2:23][CH2:22][CH2:21][CH2:20][CH2:19]2)=[CH:33][CH:34]=1, predict the reactants needed to synthesize it. The reactants are: [Cl:1][C:2]1[CH:7]=[CH:6][C:5]([C:8]2[N:12]([CH:13]([CH:18]3[CH2:23][CH2:22][CH2:21][CH2:20][CH2:19]3)[C:14]([CH3:17])([OH:16])[CH3:15])[C:11]3[CH:24]=[C:25]([F:29])[C:26]([F:28])=[CH:27][C:10]=3[N:9]=2)=[CH:4][CH:3]=1.Br[CH2:31][C:32]1[CH:41]=[CH:40][C:35]([C:36]([O:38][CH3:39])=[O:37])=[CH:34][CH:33]=1.